This data is from Full USPTO retrosynthesis dataset with 1.9M reactions from patents (1976-2016). The task is: Predict the reactants needed to synthesize the given product. (1) Given the product [CH2:11]([O:13][C:14]([C:16]1[CH:21]=[CH:20][C:19]([C:2]2[CH:10]=[CH:9][CH:8]=[C:4]([C:5]([OH:7])=[O:6])[CH:3]=2)=[CH:18][CH:17]=1)=[O:15])[CH3:12], predict the reactants needed to synthesize it. The reactants are: Br[C:2]1[CH:3]=[C:4]([CH:8]=[CH:9][CH:10]=1)[C:5]([OH:7])=[O:6].[CH2:11]([O:13][C:14]([C:16]1[CH:21]=[CH:20][C:19](B(O)O)=[CH:18][CH:17]=1)=[O:15])[CH3:12].C(=O)([O-])[O-].[Cs+].[Cs+]. (2) Given the product [N:1]1([CH2:7][CH2:8][CH2:9][NH:10][C:11]2[CH:16]=[CH:15][C:14]([NH2:17])=[CH:13][CH:12]=2)[CH2:6][CH2:5][O:4][CH2:3][CH2:2]1, predict the reactants needed to synthesize it. The reactants are: [N:1]1([CH2:7][CH2:8][CH2:9][NH:10][C:11]2[CH:16]=[CH:15][C:14]([N+:17]([O-])=O)=[CH:13][CH:12]=2)[CH2:6][CH2:5][O:4][CH2:3][CH2:2]1.O.NN. (3) Given the product [OH:12][C:3]1[CH:4]=[CH:5][C:6]([C:8]([F:9])([F:10])[F:11])=[CH:7][C:2]=1[NH:1][C:13](=[O:20])[C:14]1[CH:19]=[CH:18][N:17]=[CH:16][CH:15]=1, predict the reactants needed to synthesize it. The reactants are: [NH2:1][C:2]1[CH:7]=[C:6]([C:8]([F:11])([F:10])[F:9])[CH:5]=[CH:4][C:3]=1[OH:12].[C:13](O)(=[O:20])[C:14]1[CH:19]=[CH:18][N:17]=[CH:16][CH:15]=1.CCN=C=NCCCN(C)C.N1C=CC=CC=1. (4) Given the product [Cl:51][C:33]1[CH:34]=[CH:35][C:36]([NH:38][C:39](=[O:50])[C:40]2[CH:45]=[CH:44][CH:43]=[C:42]([C:46]([F:47])([F:48])[F:49])[CH:41]=2)=[CH:37][C:32]=1[C:31]([NH:30][C:27]1[CH:26]=[N:25][C:24]([NH:23][C:20]2[CH:21]=[CH:22][C:17]([S:14]([CH:11]3[CH2:10][CH2:9][NH:8][CH2:13][CH2:12]3)(=[O:16])=[O:15])=[CH:18][CH:19]=2)=[N:29][CH:28]=1)=[O:52].[C:53]([OH:59])([C:55]([F:58])([F:57])[F:56])=[O:54], predict the reactants needed to synthesize it. The reactants are: C(OC([N:8]1[CH2:13][CH2:12][CH:11]([S:14]([C:17]2[CH:22]=[CH:21][C:20]([NH:23][C:24]3[N:29]=[CH:28][C:27]([NH:30][C:31](=[O:52])[C:32]4[CH:37]=[C:36]([NH:38][C:39](=[O:50])[C:40]5[CH:45]=[CH:44][CH:43]=[C:42]([C:46]([F:49])([F:48])[F:47])[CH:41]=5)[CH:35]=[CH:34][C:33]=4[Cl:51])=[CH:26][N:25]=3)=[CH:19][CH:18]=2)(=[O:16])=[O:15])[CH2:10][CH2:9]1)=O)(C)(C)C.[C:53]([OH:59])([C:55]([F:58])([F:57])[F:56])=[O:54].